This data is from Forward reaction prediction with 1.9M reactions from USPTO patents (1976-2016). The task is: Predict the product of the given reaction. Given the reactants [Cl:1][C:2]1[CH:7]=[CH:6][C:5]([C:8]2[N:12]([CH2:13][C:14]3[CH:19]=[CH:18][C:17](CCC(O)=O)=[CH:16][CH:15]=3)[C:11]3[CH:25]=[C:26]([F:30])[C:27]([F:29])=[CH:28][C:10]=3[N:9]=2)=[C:4](OCC2CCCC2)[CH:3]=1.ClC1C=CC(C2NC3C=C(F)C(F)=CC=3N=2)=C([N+:56]([O-:58])=[O:57])C=1.BrCC1CCCCC1, predict the reaction product. The product is: [Cl:1][C:2]1[CH:7]=[CH:6][C:5]([C:8]2[N:12]([CH2:13][CH:14]3[CH2:15][CH2:16][CH2:17][CH2:18][CH2:19]3)[C:11]3[CH:25]=[C:26]([F:30])[C:27]([F:29])=[CH:28][C:10]=3[N:9]=2)=[C:4]([N+:56]([O-:58])=[O:57])[CH:3]=1.